From a dataset of Reaction yield outcomes from USPTO patents with 853,638 reactions. Predict the reaction yield, written as a fraction of the theoretical maximum amount of product (1.0 means a 100% yield; for example, 0.34 means a 34% yield). (1) The reactants are [CH2:1]([N:3]([CH2:22][CH3:23])[CH2:4][CH2:5][N:6]1[CH2:11][CH2:10][C:9]2[NH:12][C:13]([CH:19]=O)=[C:14]([C:15]([F:18])([F:17])[F:16])[C:8]=2[C:7]1=[O:21])[CH3:2].[F:24][C:25]1[CH:26]=[C:27]2[C:31](=[CH:32][CH:33]=1)[NH:30][C:29](=[O:34])[CH2:28]2.N1CCCCC1. The catalyst is C(O)C. The product is [CH2:22]([N:3]([CH2:1][CH3:2])[CH2:4][CH2:5][N:6]1[CH2:11][CH2:10][C:9]2[NH:12][C:13]([CH:19]=[C:28]3[C:27]4[C:31](=[CH:32][CH:33]=[C:25]([F:24])[CH:26]=4)[NH:30][C:29]3=[O:34])=[C:14]([C:15]([F:16])([F:18])[F:17])[C:8]=2[C:7]1=[O:21])[CH3:23]. The yield is 0.836. (2) The product is [NH2:15][C:12]1[CH:13]=[CH:14][C:9]([OH:8])=[C:10]([CH3:19])[C:11]=1[F:18]. The catalyst is CO.[Pd]. The reactants are C([O:8][C:9]1[CH:14]=[CH:13][C:12]([N+:15]([O-])=O)=[C:11]([F:18])[C:10]=1[CH3:19])C1C=CC=CC=1. The yield is 0.960. (3) The reactants are [CH:1]1([CH:7]([O:27][CH3:28])[C:8]2[CH:22]=[CH:21][C:20]([C:23]([F:26])([F:25])[F:24])=[CH:19][C:9]=2[CH2:10][O:11][Si](C(C)(C)C)(C)C)[CH2:6][CH2:5][CH2:4][CH2:3][CH2:2]1.CCCC[N+](CCCC)(CCCC)CCCC.[F-].O. The catalyst is C1COCC1. The product is [CH:1]1([CH:7]([O:27][CH3:28])[C:8]2[CH:22]=[CH:21][C:20]([C:23]([F:26])([F:25])[F:24])=[CH:19][C:9]=2[CH2:10][OH:11])[CH2:2][CH2:3][CH2:4][CH2:5][CH2:6]1. The yield is 0.880. (4) The reactants are [NH:1]1[CH2:4][CH:3]([N:5]2[CH2:10][CH2:9][N:8]([C:11]([O:13][C:14]([CH3:17])([CH3:16])[CH3:15])=[O:12])[CH2:7][CH:6]2[C:18](=[O:20])[NH2:19])[CH2:2]1.CCN(CC)CC.[C:28](Cl)(=[O:31])[CH:29]=[CH2:30]. The catalyst is C(Cl)Cl. The product is [C:28]([N:1]1[CH2:4][CH:3]([N:5]2[CH2:10][CH2:9][N:8]([C:11]([O:13][C:14]([CH3:15])([CH3:16])[CH3:17])=[O:12])[CH2:7][CH:6]2[C:18](=[O:20])[NH2:19])[CH2:2]1)(=[O:31])[CH:29]=[CH2:30]. The yield is 0.470. (5) The reactants are Br[C:2]1[CH:3]=[CH:4][C:5](=[O:9])[N:6]([CH3:8])[CH:7]=1.[CH3:10][S:11]([NH:14][C:15]1[CH:16]=[C:17](B(O)O)[CH:18]=[CH:19][CH:20]=1)(=[O:13])=[O:12].CC([O-])=O.[K+]. The catalyst is O1CCOCC1.O.C1C=CC(P(C2C=CC=CC=2)[C-]2C=CC=C2)=CC=1.C1C=CC(P(C2C=CC=CC=2)[C-]2C=CC=C2)=CC=1.Cl[Pd]Cl.[Fe+2]. The product is [CH3:8][N:6]1[C:5](=[O:9])[CH:4]=[CH:3][C:2]([C:19]2[CH:20]=[C:15]([NH:14][S:11]([CH3:10])(=[O:12])=[O:13])[CH:16]=[CH:17][CH:18]=2)=[CH:7]1. The yield is 0.200. (6) The reactants are [F:1][B-](F)(F)F.[Br:6][C:7]1[C:16]2[C:11](=[CH:12][CH:13]=[C:14]([O:17][CH3:18])[N:15]=2)[N:10]=[CH:9][C:8]=1[N+]#N. The catalyst is C1C2C(CCCC2)CCC1.C(Cl)(Cl)Cl. The product is [Br:6][C:7]1[C:16]2[C:11](=[CH:12][CH:13]=[C:14]([O:17][CH3:18])[N:15]=2)[N:10]=[CH:9][C:8]=1[F:1]. The yield is 0.400. (7) The yield is 0.925. The reactants are [F:1][C:2]([F:11])([F:10])[C:3]1[CH:4]=[C:5]([CH:7]=[CH:8][CH:9]=1)[NH2:6].[F:12][C:13]([F:24])([F:23])[C:14]1[CH:15]=[C:16]([N:20]=[C:21]=[O:22])[CH:17]=[CH:18][CH:19]=1. The catalyst is ClCCl. The product is [F:1][C:2]([F:10])([F:11])[C:3]1[CH:4]=[C:5]([NH:6][C:21]([NH:20][C:16]2[CH:17]=[CH:18][CH:19]=[C:14]([C:13]([F:12])([F:23])[F:24])[CH:15]=2)=[O:22])[CH:7]=[CH:8][CH:9]=1. (8) The reactants are [Br:1][C:2]1[C:11]([O:12][CH2:13][CH3:14])=[N:10][C:9](F)=[C:8]2[C:3]=1[CH:4]=[CH:5][CH:6]=[N:7]2.C([O-])([O-])=O.[K+].[K+].CN(C=O)C.[Cl:27][C:28]1[CH:33]=[CH:32][CH:31]=[CH:30][C:29]=1[CH2:34][SH:35]. The catalyst is O. The product is [Br:1][C:2]1[C:11]([O:12][CH2:13][CH3:14])=[N:10][C:9]([S:35][CH2:34][C:29]2[CH:30]=[CH:31][CH:32]=[CH:33][C:28]=2[Cl:27])=[C:8]2[C:3]=1[CH:4]=[CH:5][CH:6]=[N:7]2. The yield is 0.660. (9) The yield is 0.950. The reactants are [CH2:1]([C@H:5]1[CH2:9][NH:8][C:7](=[O:10])[CH2:6]1)[CH2:2][CH2:3][CH3:4].[H-].[Na+].[CH2:13]([O:20][CH2:21][CH2:22][CH2:23][CH2:24][CH2:25]Br)[C:14]1[CH:19]=[CH:18][CH:17]=[CH:16][CH:15]=1. The product is [CH2:13]([O:20][CH2:21][CH2:22][CH2:23][CH2:24][CH2:25][N:8]1[CH2:9][C@H:5]([CH2:1][CH2:2][CH2:3][CH3:4])[CH2:6][C:7]1=[O:10])[C:14]1[CH:19]=[CH:18][CH:17]=[CH:16][CH:15]=1. The catalyst is CN(C)C=O.C(OCC)(=O)C. (10) The reactants are C(=O)([O-])[O-].[Na+].[Na+].COCCOC.[F:13][C:14]1[CH:19]=[C:18](I)[CH:17]=[CH:16][N:15]=1.[CH:21]1[C:30]2[C:25](=[CH:26][CH:27]=[CH:28][CH:29]=2)[CH:24]=[CH:23][C:22]=1B(O)O. The catalyst is C1C=CC([P]([Pd]([P](C2C=CC=CC=2)(C2C=CC=CC=2)C2C=CC=CC=2)([P](C2C=CC=CC=2)(C2C=CC=CC=2)C2C=CC=CC=2)[P](C2C=CC=CC=2)(C2C=CC=CC=2)C2C=CC=CC=2)(C2C=CC=CC=2)C2C=CC=CC=2)=CC=1.O. The product is [F:13][C:14]1[CH:19]=[C:18]([C:23]2[CH:22]=[CH:21][C:30]3[C:25](=[CH:26][CH:27]=[CH:28][CH:29]=3)[CH:24]=2)[CH:17]=[CH:16][N:15]=1. The yield is 0.760.